From a dataset of Reaction yield outcomes from USPTO patents with 853,638 reactions. Predict the reaction yield, written as a fraction of the theoretical maximum amount of product (1.0 means a 100% yield; for example, 0.34 means a 34% yield). The reactants are FC(F)(F)C(O)=O.C(OC(=O)[N:17]([CH2:20][CH2:21][CH2:22][N:23]([CH3:25])[CH3:24])[CH2:18][CH3:19])C1C=CC=CC=1.[ClH:27].[H][H]. The catalyst is C(O)C.[Pd]. The product is [ClH:27].[ClH:27].[CH2:18]([NH:17][CH2:20][CH2:21][CH2:22][N:23]([CH3:25])[CH3:24])[CH3:19]. The yield is 0.890.